The task is: Predict the reaction yield, written as a fraction of the theoretical maximum amount of product (1.0 means a 100% yield; for example, 0.34 means a 34% yield).. This data is from Reaction yield outcomes from USPTO patents with 853,638 reactions. (1) The reactants are [CH2:1]([NH:8][CH:9]1[CH2:14][CH2:13][N:12]([CH2:15][CH2:16][CH3:17])[CH2:11][CH2:10]1)[C:2]1[CH:7]=[CH:6][CH:5]=[CH:4][CH:3]=1.[CH2:18]([N:20]([CH2:30][CH3:31])[C:21](=[O:29])[C:22]1[CH:27]=[CH:26][C:25](Br)=[CH:24][CH:23]=1)[CH3:19].CC(C)([O-])C.[Na+].ClCCl. The catalyst is C1(C)C=CC=CC=1.C1C=CC(/C=C/C(/C=C/C2C=CC=CC=2)=O)=CC=1.C1C=CC(/C=C/C(/C=C/C2C=CC=CC=2)=O)=CC=1.C1C=CC(/C=C/C(/C=C/C2C=CC=CC=2)=O)=CC=1.[Pd].[Pd].C1C=CC(P(C2C=CC3C(=CC=CC=3)C=2C2C3C(=CC=CC=3)C=CC=2P(C2C=CC=CC=2)C2C=CC=CC=2)C2C=CC=CC=2)=CC=1.O. The product is [CH2:30]([N:20]([CH2:18][CH3:19])[C:21](=[O:29])[C:22]1[CH:27]=[CH:26][C:25]([N:8]([CH2:1][C:2]2[CH:3]=[CH:4][CH:5]=[CH:6][CH:7]=2)[CH:9]2[CH2:14][CH2:13][N:12]([CH2:15][CH2:16][CH3:17])[CH2:11][CH2:10]2)=[CH:24][CH:23]=1)[CH3:31]. The yield is 0.620. (2) The yield is 0.740. The product is [F:1][C:2]1[CH:7]=[CH:6][CH:5]=[C:4]([F:8])[C:3]=1[P:13](=[O:17])([O:14][CH2:15][CH3:16])[O:12][CH2:10][CH3:11]. The reactants are [F:1][C:2]1[CH:7]=[CH:6][CH:5]=[C:4]([F:8])[C:3]=1I.[CH2:10]([O:12][P:13]([O:17]CC)[O:14][CH2:15][CH3:16])[CH3:11]. No catalyst specified. (3) The reactants are [CH3:1][S:2](Cl)(=[O:4])=[O:3].[NH2:6][C:7]1[C:26]([C:27]2[CH:28]=[C:29]([CH:35]=[CH:36][CH:37]=2)[C:30]([O:32][CH2:33][CH3:34])=[O:31])=[CH:25][C:10]2[C:11]([C:21](=[O:24])[NH:22][CH3:23])=[C:12]([C:14]3[CH:19]=[CH:18][C:17]([F:20])=[CH:16][CH:15]=3)[O:13][C:9]=2[CH:8]=1. The catalyst is N1C=CC=CC=1. The product is [F:20][C:17]1[CH:18]=[CH:19][C:14]([C:12]2[O:13][C:9]3[CH:8]=[C:7]([NH:6][S:2]([CH3:1])(=[O:4])=[O:3])[C:26]([C:27]4[CH:28]=[C:29]([CH:35]=[CH:36][CH:37]=4)[C:30]([O:32][CH2:33][CH3:34])=[O:31])=[CH:25][C:10]=3[C:11]=2[C:21](=[O:24])[NH:22][CH3:23])=[CH:15][CH:16]=1. The yield is 0.610. (4) The reactants are [NH:1]1[CH:5]=[CH:4][N:3]=[C:2]1[CH:6]=O.[NH:8]1[CH2:13][CH2:12][O:11][CH2:10][CH2:9]1. The catalyst is CO.[BH4-].[Na+]. The product is [NH:3]1[CH:4]=[CH:5][N:1]=[C:2]1[CH2:6][N:8]1[CH2:13][CH2:12][O:11][CH2:10][CH2:9]1. The yield is 0.570.